This data is from Reaction yield outcomes from USPTO patents with 853,638 reactions. The task is: Predict the reaction yield, written as a fraction of the theoretical maximum amount of product (1.0 means a 100% yield; for example, 0.34 means a 34% yield). (1) The reactants are [Cl:1][C:2]1[CH:3]=[N:4][N:5]([CH3:41])[C:6]=1[C:7]1[CH:8]=[C:9]([C:14]([NH:16][C@@H:17]([CH2:30][C:31]2[CH:36]=[CH:35][CH:34]=[CH:33][C:32]=2[C:37]([F:40])([F:39])[F:38])[CH2:18][N:19]2C(=O)C3C(=CC=CC=3)C2=O)=[O:15])[O:10][C:11]=1[CH2:12][CH3:13].NN. The catalyst is O1CCCC1.CO. The product is [NH2:19][CH2:18][C@@H:17]([NH:16][C:14]([C:9]1[O:10][C:11]([CH2:12][CH3:13])=[C:7]([C:6]2[N:5]([CH3:41])[N:4]=[CH:3][C:2]=2[Cl:1])[CH:8]=1)=[O:15])[CH2:30][C:31]1[CH:36]=[CH:35][CH:34]=[CH:33][C:32]=1[C:37]([F:40])([F:39])[F:38]. The yield is 0.700. (2) The reactants are [CH3:1][O:2][C:3](=[O:17])[C:4]1[CH:9]=[C:8]([OH:10])[C:7]([Br:11])=[C:6]([OH:12])[C:5]=1[CH2:13][C:14]([CH3:16])=[CH2:15].B(F)(F)F.CCOCC.O. The catalyst is C(Cl)Cl. The product is [CH3:1][O:2][C:3]([C:4]1[CH:9]=[C:8]([OH:10])[C:7]([Br:11])=[C:6]2[O:12][C:14]([CH3:16])([CH3:15])[CH2:13][C:5]=12)=[O:17]. The yield is 0.440. (3) The reactants are [CH2:1]([O:5][C:6]1[CH:11]=[CH:10][CH:9]=[CH:8][C:7]=1[C:12](=[O:14])[CH3:13])[CH:2]([CH3:4])[CH3:3].C[Si](C)(C)[N-][Si](C)(C)C.[Li+].[C:25]([C:27]1[CH:28]=[C:29]([CH:33]=[CH:34][C:35]=1[F:36])[C:30](Cl)=[O:31])#[N:26]. The catalyst is O1CCCC1. The product is [F:36][C:35]1[CH:34]=[CH:33][C:29]([C:30](=[O:31])[CH2:13][C:12]([C:7]2[CH:8]=[CH:9][CH:10]=[CH:11][C:6]=2[O:5][CH2:1][CH:2]([CH3:4])[CH3:3])=[O:14])=[CH:28][C:27]=1[C:25]#[N:26]. The yield is 0.900. (4) The reactants are [F:1][C:2]1[CH:3]=[C:4]([CH:7]=[CH:8][CH:9]=1)[CH:5]=O.C(O)(=O)[CH2:11][C:12]([OH:14])=[O:13].N1CCCCC1.N1C=CC=CC=1.Cl. No catalyst specified. The product is [F:1][C:2]1[CH:3]=[C:4]([CH:7]=[CH:8][CH:9]=1)[CH:5]=[CH:11][C:12]([OH:14])=[O:13]. The yield is 0.840. (5) No catalyst specified. The product is [CH2:24]([C:10]1[CH:9]=[CH:8][C:7]([F:11])=[C:6]([C:12]2[CH:17]=[CH:16][CH:15]=[CH:14][C:13]=2[Cl:18])[C:5]=1[OH:4])[CH:19]=[CH2:20]. The reactants are C([O:4][C:5]1[CH:10]=[CH:9][CH:8]=[C:7]([F:11])[C:6]=1[C:12]1[CH:17]=[CH:16][CH:15]=[CH:14][C:13]=1[Cl:18])C=C.[C:19]1(C)[CH:24]=C(C)C=C(C)[CH:20]=1. The yield is 0.810.